This data is from Full USPTO retrosynthesis dataset with 1.9M reactions from patents (1976-2016). The task is: Predict the reactants needed to synthesize the given product. (1) Given the product [F:1][C:2]1[CH:7]=[C:6]([I:8])[CH:5]=[CH:4][C:3]=1[NH:9][C:10]1[N:15]([CH3:16])[C:14](=[O:17])[C:13]2[CH:18]=[CH:19][O:20][C:12]=2[C:11]=1[C:21]([N:27]1[CH2:28][C:25]([CH:29]2[CH2:34][CH2:33][CH2:32][CH2:31][N:30]2[C:35]([O:37][C:38]([CH3:41])([CH3:40])[CH3:39])=[O:36])([OH:24])[CH2:26]1)=[O:22], predict the reactants needed to synthesize it. The reactants are: [F:1][C:2]1[CH:7]=[C:6]([I:8])[CH:5]=[CH:4][C:3]=1[NH:9][C:10]1[N:15]([CH3:16])[C:14](=[O:17])[C:13]2[CH:18]=[CH:19][O:20][C:12]=2[C:11]=1[C:21](O)=[O:22].[OH:24][C:25]1([CH:29]2[CH2:34][CH2:33][CH2:32][CH2:31][N:30]2[C:35]([O:37][C:38]([CH3:41])([CH3:40])[CH3:39])=[O:36])[CH2:28][NH:27][CH2:26]1. (2) Given the product [CH2:1]([N:8]([CH2:9][C:10]([NH:32][CH2:31][CH2:30][C:27]1[CH:28]=[CH:29][CH:24]=[CH:25][CH:26]=1)=[O:12])[CH2:13][C:14]([OH:16])=[O:15])[C:2]1[CH:3]=[CH:4][CH:5]=[CH:6][CH:7]=1, predict the reactants needed to synthesize it. The reactants are: [CH2:1]([N:8]([CH2:13][C:14]([OH:16])=[O:15])[CH2:9][C:10]([OH:12])=O)[C:2]1[CH:7]=[CH:6][CH:5]=[CH:4][CH:3]=1.C(OC(=O)C)(=O)C.[CH:24]1[CH:29]=[CH:28][C:27]([CH2:30][CH2:31][NH2:32])=[CH:26][CH:25]=1. (3) Given the product [CH2:1]([C@H:4]1[CH2:10][N:9]([CH:11]2[CH2:12][CH2:13][CH2:14][CH2:15]2)[C:8]2[N:16]=[C:17]([NH:20][C:21]3[CH:29]=[CH:28][C:24]([C:25]([NH:34][CH:35]4[CH2:40][CH2:39][NH:38][CH2:37][CH2:36]4)=[O:26])=[CH:23][C:22]=3[O:30][CH3:31])[N:18]=[CH:19][C:7]=2[N:6]([CH3:32])[C:5]1=[O:33])[CH:2]=[CH2:3], predict the reactants needed to synthesize it. The reactants are: [CH2:1]([C@H:4]1[CH2:10][N:9]([CH:11]2[CH2:15][CH2:14][CH2:13][CH2:12]2)[C:8]2[N:16]=[C:17]([NH:20][C:21]3[CH:29]=[CH:28][C:24]([C:25](O)=[O:26])=[CH:23][C:22]=3[O:30][CH3:31])[N:18]=[CH:19][C:7]=2[N:6]([CH3:32])[C:5]1=[O:33])[CH:2]=[CH2:3].[NH2:34][CH:35]1[CH2:40][CH2:39][N:38](C(OC(C)(C)C)=O)[CH2:37][CH2:36]1.